Dataset: Catalyst prediction with 721,799 reactions and 888 catalyst types from USPTO. Task: Predict which catalyst facilitates the given reaction. (1) Reactant: [CH:1]1[C:6]2[CH2:7][C@H:8]3[N:13]([CH2:14]C4CC4)[CH2:12][CH2:11][C@:10]45[C@H:18]([C:20]([CH2:22][CH2:23][C@@:9]34O)=[O:21])[O:19][C:4]([C:5]=25)=[C:3]([OH:25])[CH:2]=1.Cl.C1C=C(Cl)C=C(C(OO)=[O:35])C=1. Product: [CH3:14][N+:13]1([O-:35])[CH2:12][CH2:11][C@:10]23[C:5]4[C:4]5[O:19][C@H:18]2[C:20](=[O:21])[CH2:22][CH2:23][C@H:9]3[C@H:8]1[CH2:7][C:6]=4[CH:1]=[CH:2][C:3]=5[OH:25]. The catalyst class is: 2. (2) Reactant: [N:1]1([S:11]([C:14]2[CH:15]=[C:16]([N:20]3[C:25](=[O:26])[C:24]4=[C:27]([C:30]([OH:32])=O)[S:28][CH:29]=[C:23]4[NH:22][C:21]3=[O:33])[CH:17]=[CH:18][CH:19]=2)(=[O:13])=[O:12])[C:10]2[C:5](=[CH:6][CH:7]=[CH:8][CH:9]=2)[CH2:4][CH2:3][CH2:2]1.Cl.C([N:37]=C=NCCCN(C)C)C.[NH4+].C(=O)(O)[O-].[Na+]. Product: [N:1]1([S:11]([C:14]2[CH:15]=[C:16]([N:20]3[C:25](=[O:26])[C:24]4=[C:27]([C:30]([NH2:37])=[O:32])[S:28][CH:29]=[C:23]4[NH:22][C:21]3=[O:33])[CH:17]=[CH:18][CH:19]=2)(=[O:12])=[O:13])[C:10]2[C:5](=[CH:6][CH:7]=[CH:8][CH:9]=2)[CH2:4][CH2:3][CH2:2]1. The catalyst class is: 174.